Dataset: Catalyst prediction with 721,799 reactions and 888 catalyst types from USPTO. Task: Predict which catalyst facilitates the given reaction. (1) Reactant: O.C[Si]([Cl:6])(C)C.[CH3:7][N:8]([CH2:10][CH:11]1[C:17]([C:19]2[CH:24]=[CH:23][CH:22]=[C:21]([O:25][CH3:26])[CH:20]=2)([OH:18])[CH2:16][CH:15]2[CH2:27][CH:12]1[CH2:13][CH2:14]2)[CH3:9]. Product: [ClH:6].[CH3:9][N:8]([CH2:10][CH:11]1[C:17]([C:19]2[CH:24]=[CH:23][CH:22]=[C:21]([O:25][CH3:26])[CH:20]=2)([OH:18])[CH2:16][CH:15]2[CH2:27][CH:12]1[CH2:13][CH2:14]2)[CH3:7]. The catalyst class is: 131. (2) Reactant: [NH2:1][C:2]1[CH:3]=[N:4][CH:5]=[CH:6][C:7]=1[C@@H:8]1[CH2:13][C@H:12]([CH3:14])[C@@:11]([CH3:16])([OH:15])[C@H:10]([O:17][Si:18]([C:21]([CH3:24])([CH3:23])[CH3:22])([CH3:20])[CH3:19])[CH2:9]1.[NH2:25][C:26]1[C:27]([C:33](O)=[O:34])=[N:28][C:29]([Br:32])=[CH:30][CH:31]=1. Product: [NH2:25][C:26]1[C:27]([C:33]([NH:1][C:2]2[CH:3]=[N:4][CH:5]=[CH:6][C:7]=2[C@@H:8]2[CH2:13][C@H:12]([CH3:14])[C@:11]([OH:15])([CH3:16])[C@H:10]([O:17][Si:18]([C:21]([CH3:23])([CH3:22])[CH3:24])([CH3:19])[CH3:20])[CH2:9]2)=[O:34])=[N:28][C:29]([Br:32])=[CH:30][CH:31]=1. The catalyst class is: 25. (3) Reactant: Cl.[Cl:2][C:3]1[CH:4]=[C:5]([C:13]2[O:17][N:16]=[C:15]([C:18]3[C:28]4[O:27][CH2:26][CH2:25][N:24](C(OC(C)(C)C)=O)[CH:23]([CH2:36][C:37]([OH:39])=[O:38])[C:22]=4[CH:21]=[CH:20][CH:19]=3)[N:14]=2)[CH:6]=[N:7][C:8]=1[O:9][CH:10]([CH3:12])[CH3:11].C(OCC)C. Product: [Cl:2][C:3]1[CH:4]=[C:5]([C:13]2[O:17][N:16]=[C:15]([C:18]3[C:28]4[O:27][CH2:26][CH2:25][NH:24][CH:23]([CH2:36][C:37]([OH:39])=[O:38])[C:22]=4[CH:21]=[CH:20][CH:19]=3)[N:14]=2)[CH:6]=[N:7][C:8]=1[O:9][CH:10]([CH3:12])[CH3:11]. The catalyst class is: 12. (4) Reactant: [CH3:1][O:2][C:3](=[O:7])[CH2:4][NH:5][CH3:6].CCN(C(C)C)C(C)C.[S:17](Cl)([C:20]1[CH:26]=[CH:25][C:23]([CH3:24])=[CH:22][CH:21]=1)(=[O:19])=[O:18]. Product: [CH3:6][N:5]([CH2:4][C:3]([O:2][CH3:1])=[O:7])[S:17]([C:20]1[CH:26]=[CH:25][C:23]([CH3:24])=[CH:22][CH:21]=1)(=[O:19])=[O:18]. The catalyst class is: 10. (5) Reactant: [N+:1]([CH2:4][CH:5]([C:12]1[C:20]2[C:15](=[CH:16][CH:17]=[CH:18][CH:19]=2)[NH:14][CH:13]=1)[C:6]1[CH:11]=[CH:10][CH:9]=[CH:8][CH:7]=1)([O-:3])=[O:2].I[C:22]1[CH:27]=[CH:26][CH:25]=[CH:24][CH:23]=1.[O-]P([O-])([O-])=O.[K+].[K+].[K+]. Product: [N+:1]([CH2:4][CH:5]([C:12]1[C:20]2[C:15](=[CH:16][CH:17]=[CH:18][CH:19]=2)[N:14]([C:22]2[CH:27]=[CH:26][CH:25]=[CH:24][CH:23]=2)[CH:13]=1)[C:6]1[CH:7]=[CH:8][CH:9]=[CH:10][CH:11]=1)([O-:3])=[O:2]. The catalyst class is: 58. (6) Reactant: [NH2:1][C:2]1[C:10]2[C:5](=[N:6][C:7]([C:11]3[CH:12]=[C:13]([CH:20]=[CH:21][C:22]=3[CH3:23])[C:14]([NH:16][CH:17]3[CH2:19][CH2:18]3)=[O:15])=[CH:8][CH:9]=2)[NH:4][N:3]=1.[C:24](Cl)(=[O:26])[CH3:25]. Product: [C:24]([NH:1][C:2]1[C:10]2[C:5](=[N:6][C:7]([C:11]3[CH:12]=[C:13]([CH:20]=[CH:21][C:22]=3[CH3:23])[C:14]([NH:16][CH:17]3[CH2:18][CH2:19]3)=[O:15])=[CH:8][CH:9]=2)[NH:4][N:3]=1)(=[O:26])[CH3:25]. The catalyst class is: 17. (7) Reactant: [CH2:1]([N:8]1[C:16]2[C:11](=[CH:12][C:13](Br)=[CH:14][CH:15]=2)[CH:10]=[CH:9]1)[C:2]1[CH:7]=[CH:6][CH:5]=[CH:4][CH:3]=1.[C:18]([C:21]1[CH:26]=[CH:25][C:24](B(O)O)=[CH:23][CH:22]=1)(=[O:20])[CH3:19].ClCCl.C(=O)([O-])[O-].[K+].[K+]. Product: [CH2:1]([N:8]1[C:16]2[C:11](=[CH:12][C:13]([C:24]3[CH:25]=[CH:26][C:21]([C:18](=[O:20])[CH3:19])=[CH:22][CH:23]=3)=[CH:14][CH:15]=2)[CH:10]=[CH:9]1)[C:2]1[CH:7]=[CH:6][CH:5]=[CH:4][CH:3]=1. The catalyst class is: 117.